This data is from Forward reaction prediction with 1.9M reactions from USPTO patents (1976-2016). The task is: Predict the product of the given reaction. (1) The product is: [NH:30]1[C:31]2[CH:36]=[CH:35][CH:34]=[CH:33][C:32]=2[N:28]=[C:29]1[C:37]1[C:45]2[C:40](=[CH:41][CH:42]=[C:43]([NH:46][C:5]([CH:3]3[CH2:4][C:2]3([F:8])[F:1])=[O:6])[CH:44]=2)[N:39]([CH:47]2[CH2:52][CH2:51][CH2:50][CH2:49][O:48]2)[N:38]=1. Given the reactants [F:1][C:2]1([F:8])[CH2:4][CH:3]1[C:5](O)=[O:6].C1C=CC2N(O)N=NC=2C=1.C(Cl)CCl.C(=O)(O)[O-].[Na+].[NH:28]1[C:32]2[CH:33]=[CH:34][CH:35]=[CH:36][C:31]=2[N:30]=[C:29]1[C:37]1[C:45]2[C:40](=[CH:41][CH:42]=[C:43]([NH2:46])[CH:44]=2)[N:39]([CH:47]2[CH2:52][CH2:51][CH2:50][CH2:49][O:48]2)[N:38]=1, predict the reaction product. (2) Given the reactants [F:1][C:2]1[N:7]=[C:6]([NH:8][CH2:9][C:10]2[CH:15]=[CH:14][C:13]([O:16][CH3:17])=[CH:12][CH:11]=2)[CH:5]=[CH:4][CH:3]=1.[Br:18]N1C(=O)CCC1=O, predict the reaction product. The product is: [Br:18][C:3]1[CH:4]=[CH:5][C:6]([NH:8][CH2:9][C:10]2[CH:15]=[CH:14][C:13]([O:16][CH3:17])=[CH:12][CH:11]=2)=[N:7][C:2]=1[F:1].